From a dataset of Peptide-MHC class II binding affinity with 134,281 pairs from IEDB. Regression. Given a peptide amino acid sequence and an MHC pseudo amino acid sequence, predict their binding affinity value. This is MHC class II binding data. (1) The binding affinity (normalized) is 0.0445. The peptide sequence is QAGGKLCPNNLCCSQ. The MHC is DRB3_0202 with pseudo-sequence DRB3_0202. (2) The peptide sequence is KGDEQKLRSAGEVEI. The MHC is DRB1_0301 with pseudo-sequence DRB1_0301. The binding affinity (normalized) is 0. (3) The peptide sequence is MTSRFMTDPHAMRDM. The MHC is DRB1_0405 with pseudo-sequence DRB1_0405. The binding affinity (normalized) is 0.308. (4) The peptide sequence is MGDDHFWAVRGGGGE. The MHC is DRB1_0401 with pseudo-sequence DRB1_0401. The binding affinity (normalized) is 0.0342. (5) The peptide sequence is GELQIVDKIDAAFKV. The MHC is DRB1_0701 with pseudo-sequence DRB1_0701. The binding affinity (normalized) is 0.521. (6) The peptide sequence is NVKYLVIVFLIFFDL. The MHC is DRB1_1501 with pseudo-sequence DRB1_1501. The binding affinity (normalized) is 0.401. (7) The peptide sequence is IDLTKIDRCFQLRGNGV. The MHC is DRB1_0101 with pseudo-sequence DRB1_0101. The binding affinity (normalized) is 0.458.